From a dataset of TCR-epitope binding with 47,182 pairs between 192 epitopes and 23,139 TCRs. Binary Classification. Given a T-cell receptor sequence (or CDR3 region) and an epitope sequence, predict whether binding occurs between them. (1) The epitope is MLNIPSINV. The TCR CDR3 sequence is CASSWSVGTLSNQPQHF. Result: 0 (the TCR does not bind to the epitope). (2) The epitope is YLKLTDNVYIK. The TCR CDR3 sequence is CASSLGTGENEQYF. Result: 0 (the TCR does not bind to the epitope). (3) The epitope is GTITSGWTF. The TCR CDR3 sequence is CASSGTYGYTF. Result: 0 (the TCR does not bind to the epitope). (4) Result: 0 (the TCR does not bind to the epitope). The epitope is IVDTVSALV. The TCR CDR3 sequence is CASVWQGAYNEQFF. (5) The epitope is GLCTLVAML. The TCR CDR3 sequence is CASSEFDSQETQYF. Result: 0 (the TCR does not bind to the epitope).